This data is from Catalyst prediction with 721,799 reactions and 888 catalyst types from USPTO. The task is: Predict which catalyst facilitates the given reaction. The catalyst class is: 83. Product: [NH2:12][CH2:11][C@@H:10]([NH:9][C:7]([C:6]1[CH:5]=[C:4]([C:34]2[N:38]([CH3:39])[N:37]=[CH:36][CH:35]=2)[N:3]([CH3:40])[C:2]=1[Cl:1])=[O:8])[CH2:23][C:24]1[CH:29]=[CH:28][CH:27]=[CH:26][C:25]=1[C:30]([F:33])([F:32])[F:31]. Reactant: [Cl:1][C:2]1[N:3]([CH3:40])[C:4]([C:34]2[N:38]([CH3:39])[N:37]=[CH:36][CH:35]=2)=[CH:5][C:6]=1[C:7]([NH:9][C@@H:10]([CH2:23][C:24]1[CH:29]=[CH:28][CH:27]=[CH:26][C:25]=1[C:30]([F:33])([F:32])[F:31])[CH2:11][N:12]1C(=O)C2C(=CC=CC=2)C1=O)=[O:8].NN.